This data is from Experimentally validated miRNA-target interactions with 360,000+ pairs, plus equal number of negative samples. The task is: Binary Classification. Given a miRNA mature sequence and a target amino acid sequence, predict their likelihood of interaction. (1) The miRNA is mmu-miR-466d-3p with sequence UAUACAUACACGCACACAUAG. The protein sequence of the target gene is MDFQSCLYAIAEELGSEDLAALKFLCLDYIPHKKQETIEDAQKLFLRLREKGMLEEGNLSFLKELLFHISRWDLLVNFLDCNREEMVRELRDPDNAQISPYRVMLFKLSEEVSELELRSFKFLLNNEIPKCKLEDDLSLLEIFVEMEKRTMLAENNLETLKSICDQVNKSLLGKIEDYERSSTERRMSLEGREELPPSVLDEMSLKMAELCDSPREQDSESRTSDKVYQMKNKPRGYCLIINNHDFSKAREDITQLRKMKDRKGTDCDKEALSKTFKELHFEIVSYDDCTANEIHEILEG.... Result: 1 (interaction). (2) The miRNA is hsa-miR-106b-5p with sequence UAAAGUGCUGACAGUGCAGAU. The protein sequence of the target gene is MNLSAAHHQISLSDGNNIPLIGLGTYSDPRPVPGKTYVAVKTAIDEGYRHIDGAYVYHNEHEVGEAIREKIAEGKVKREEIFYCGKLWNTEHVPSMVLPALERTLKALKLDYIDLYIIELPMAFKPGKEIYPRDENGRIIYDKTNLCATWEALEACKDAGLVKSLGVSNFNRRQLELILNKPGLKYKPVTNQVECHPYFTQTKLLKFCQQHDIVIVAHSPLGTCRNPSWVNVSSPPLLNDELLTSLGKKYNKTQAQIVLRFNIQRGIVVIPKSFTPERIKENFQIFDFSLTEEEMKDIDA.... Result: 0 (no interaction).